From a dataset of Catalyst prediction with 721,799 reactions and 888 catalyst types from USPTO. Predict which catalyst facilitates the given reaction. Reactant: C(NCC1SC([B:10]([OH:12])[OH:11])=CC=1)C.[CH2:13]([CH:15]([CH2:47][CH3:48])[CH2:16][NH:17][CH2:18][C:19]1[S:23][C:22](C2C=C3C(=C(C(N)=O)C=2)NC=C3C2CCN(S(CC)(=O)=O)CC2)=[CH:21][CH:20]=1)[CH3:14].C(C1SC(B(O)O)=CC=1)=O.[BH3-]C#N.[Na+].C(C(CC)CN)C. Product: [CH2:13]([CH:15]([CH2:47][CH3:48])[CH2:16][NH:17][CH2:18][C:19]1[S:23][C:22]([B:10]([OH:12])[OH:11])=[CH:21][CH:20]=1)[CH3:14]. The catalyst class is: 5.